This data is from Forward reaction prediction with 1.9M reactions from USPTO patents (1976-2016). The task is: Predict the product of the given reaction. The product is: [Cl:22][C:23]1[S:27][C:26]([CH:7]2[C:8]3[C:13](=[CH:12][CH:11]=[CH:10][CH:9]=3)[C:14]3[CH:1]=[CH:2][CH:3]=[CH:4][C:5]=3[N:6]2[C:19]([CH:15]2[CH2:18][CH2:17][CH2:16]2)=[O:20])=[CH:25][CH:24]=1. Given the reactants [CH:1]1[C:14]2[C:5](=[N:6][CH:7]=[C:8]3[C:13]=2[CH:12]=[CH:11][CH:10]=[CH:9]3)[CH:4]=[CH:3][CH:2]=1.[CH:15]1([C:19](Cl)=[O:20])[CH2:18][CH2:17][CH2:16]1.[Cl:22][C:23]1[S:27][C:26]([Mg]Br)=[CH:25][CH:24]=1, predict the reaction product.